From a dataset of Peptide-MHC class II binding affinity with 134,281 pairs from IEDB. Regression. Given a peptide amino acid sequence and an MHC pseudo amino acid sequence, predict their binding affinity value. This is MHC class II binding data. (1) The peptide sequence is QPCNGVTMNDVKIEY. The MHC is DRB1_0901 with pseudo-sequence DRB1_0901. The binding affinity (normalized) is 0.193. (2) The peptide sequence is EAAFNKAIKESTGGA. The MHC is DRB1_1602 with pseudo-sequence DRB1_1602. The binding affinity (normalized) is 0.385. (3) The peptide sequence is PEIWHHLSTLIKQPD. The MHC is DRB1_0701 with pseudo-sequence DRB1_0701. The binding affinity (normalized) is 0.807. (4) The peptide sequence is LRKVKRVVASLMRGLHHHHHH. The MHC is HLA-DQA10103-DQB10603 with pseudo-sequence HLA-DQA10103-DQB10603. The binding affinity (normalized) is 0. (5) The peptide sequence is DMRLLSLAVSSAVPTHHHHHH. The MHC is DRB5_0101 with pseudo-sequence DRB5_0101. The binding affinity (normalized) is 0.680. (6) The binding affinity (normalized) is 0.681. The peptide sequence is IISTFHLSIPNFNQY. The MHC is DRB1_1101 with pseudo-sequence DRB1_1101. (7) The peptide sequence is FFIQSFTMSTALKRL. The MHC is HLA-DPA10103-DPB10401 with pseudo-sequence HLA-DPA10103-DPB10401. The binding affinity (normalized) is 0.565. (8) The peptide sequence is DIKVQFQSGGNNSPA. The MHC is DRB5_0101 with pseudo-sequence DRB5_0101. The binding affinity (normalized) is 0.0181.